The task is: Predict the product of the given reaction.. This data is from Forward reaction prediction with 1.9M reactions from USPTO patents (1976-2016). (1) Given the reactants C(Cl)(=O)C(Cl)=O.CS(C)=O.[CH2:11]([N:18]1[CH2:24][CH2:23][CH:22]2[C:20]([CH2:25][OH:26])([CH2:21]2)[CH2:19]1)[C:12]1[CH:17]=[CH:16][CH:15]=[CH:14][CH:13]=1.C([O-])(O)=O.[Na+], predict the reaction product. The product is: [CH2:11]([N:18]1[CH2:24][CH2:23][CH:22]2[C:20]([CH:25]=[O:26])([CH2:21]2)[CH2:19]1)[C:12]1[CH:13]=[CH:14][CH:15]=[CH:16][CH:17]=1. (2) Given the reactants [CH2:1]([Mg]Br)[CH3:2].[Br:5][C:6]1[CH:13]=[CH:12][C:9]([CH:10]=[O:11])=[CH:8][CH:7]=1, predict the reaction product. The product is: [Br:5][C:6]1[CH:13]=[CH:12][C:9]([CH:10]([OH:11])[CH2:1][CH3:2])=[CH:8][CH:7]=1. (3) Given the reactants [NH2:1][C@H:2]1[CH2:7][CH2:6][C@H:5]([CH2:8][CH2:9][N:10]2[CH2:15][CH2:14][CH:13]([O:16][C:17]3[CH:24]=[CH:23][C:22]([F:25])=[CH:21][C:18]=3[C:19]#[N:20])[CH2:12][CH2:11]2)[CH2:4][CH2:3]1.FC(F)(F)C(O)=O.[CH:33]1([C:37](O)=[O:38])[CH2:36][CH2:35][CH2:34]1.F[B-](F)(F)F.N1(OC(N(C)C)=[N+](C)C)C2C=CC=CC=2N=N1.C(N(C(C)C)C(C)C)C, predict the reaction product. The product is: [C:19]([C:18]1[CH:21]=[C:22]([F:25])[CH:23]=[CH:24][C:17]=1[O:16][CH:13]1[CH2:12][CH2:11][N:10]([CH2:9][CH2:8][CH:5]2[CH2:6][CH2:7][CH:2]([NH:1][C:37]([CH:33]3[CH2:36][CH2:35][CH2:34]3)=[O:38])[CH2:3][CH2:4]2)[CH2:15][CH2:14]1)#[N:20]. (4) Given the reactants [F:1][C:2]1[CH:26]=[CH:25][CH:24]=[C:23]([F:27])[C:3]=1[C:4]([NH:6][C:7](=[O:22])[N:8]([C:10]1[CH:15]=[CH:14][C:13]([S:16][C:17]([F:20])([F:19])[F:18])=[CH:12][C:11]=1[F:21])[CH3:9])=[O:5].[H-].[Na+].[CH3:30][N:31]([CH3:35])[C:32](Cl)=[O:33], predict the reaction product. The product is: [F:1][C:2]1[CH:26]=[CH:25][CH:24]=[C:23]([F:27])[C:3]=1[C:4]([N:6]([C:32](=[O:33])[N:31]([CH3:35])[CH3:30])[C:7]([N:8]([C:10]1[CH:15]=[CH:14][C:13]([S:16][C:17]([F:20])([F:19])[F:18])=[CH:12][C:11]=1[F:21])[CH3:9])=[O:22])=[O:5].